Dataset: Reaction yield outcomes from USPTO patents with 853,638 reactions. Task: Predict the reaction yield, written as a fraction of the theoretical maximum amount of product (1.0 means a 100% yield; for example, 0.34 means a 34% yield). The reactants are Br[C:2]1[CH:7]=[CH:6][C:5]([C:8]2[N:12]=[CH:11][N:10]([C:13]3[CH:18]=[CH:17][C:16]([O:19][C:20]([F:23])([F:22])[F:21])=[CH:15][CH:14]=3)[N:9]=2)=[CH:4][CH:3]=1.[CH3:24][N:25](C)C=O. The catalyst is C(OCC)(=O)C.[C-]#N.[Zn+2].[C-]#N.[Pd].C1(P(C2C=CC=CC=2)C2C=CC=CC=2)C=CC=CC=1.C1(P(C2C=CC=CC=2)C2C=CC=CC=2)C=CC=CC=1.C1(P(C2C=CC=CC=2)C2C=CC=CC=2)C=CC=CC=1.C1(P(C2C=CC=CC=2)C2C=CC=CC=2)C=CC=CC=1. The product is [F:21][C:20]([F:23])([F:22])[O:19][C:16]1[CH:17]=[CH:18][C:13]([N:10]2[CH:11]=[N:12][C:8]([C:5]3[CH:6]=[CH:7][C:2]([C:24]#[N:25])=[CH:3][CH:4]=3)=[N:9]2)=[CH:14][CH:15]=1. The yield is 0.940.